From a dataset of Reaction yield outcomes from USPTO patents with 853,638 reactions. Predict the reaction yield, written as a fraction of the theoretical maximum amount of product (1.0 means a 100% yield; for example, 0.34 means a 34% yield). (1) The reactants are [CH2:1]([O:4][C@H:5]1[CH2:9][N:8]([C:10]([O:12][C:13]([CH3:16])([CH3:15])[CH3:14])=[O:11])[C@@H:7]([C@H:17]2[O:21]C(C)(C)[NH:19][C@H:18]2[CH2:24][C:25]2[CH:30]=[CH:29][CH:28]=[CH:27][CH:26]=2)[CH2:6]1)[CH:2]=[CH2:3].[CH3:31][C:32]1[N:33]=[C:34]([C@H:37]2[CH2:41][CH2:40][CH2:39][N:38]2[C:42]([C:44]2[CH:45]=[C:46]([CH:50]=[C:51]([C:53]3[O:54][CH:55]=[CH:56][N:57]=3)[CH:52]=2)[C:47](O)=[O:48])=[O:43])[S:35][CH:36]=1.C1CN([P+](ON2N=NC3C=CC=CC2=3)(N2CCCC2)N2CCCC2)CC1.F[P-](F)(F)(F)(F)F.C(N(CC)CC)C. The catalyst is C(Cl)Cl.O. The product is [CH2:1]([O:4][C@H:5]1[CH2:9][N:8]([C:10]([O:12][C:13]([CH3:16])([CH3:15])[CH3:14])=[O:11])[C@@H:7]([C@@H:17]([OH:21])[C@@H:18]([NH:19][C:47](=[O:48])[C:46]2[CH:50]=[C:51]([C:53]3[O:54][CH:55]=[CH:56][N:57]=3)[CH:52]=[C:44]([C:42]([N:38]3[CH2:39][CH2:40][CH2:41][C@@H:37]3[C:34]3[S:35][CH:36]=[C:32]([CH3:31])[N:33]=3)=[O:43])[CH:45]=2)[CH2:24][C:25]2[CH:26]=[CH:27][CH:28]=[CH:29][CH:30]=2)[CH2:6]1)[CH:2]=[CH2:3]. The yield is 0.440. (2) The reactants are [CH:1]([C:4]1[CH:9]=[CH:8][CH:7]=[CH:6][C:5]=1[NH:10][C:11]([NH:13]/[N:14]=[CH:15]/[C:16]1[CH:21]=[CH:20][C:19]([C:22]2[N:26]=[CH:25][N:24]([C:27]3[CH:32]=[CH:31][C:30]([O:33][C:34]([F:37])([F:36])[F:35])=[CH:29][CH:28]=3)[N:23]=2)=[CH:18][CH:17]=1)=[S:12])([CH3:3])[CH3:2].[F:38][C:39]([F:51])([F:50])[C:40]1[CH:49]=[CH:48][CH:47]=[CH:46][C:41]=1[C:42](=[O:45])[CH2:43]Br. The catalyst is ClCCCl.C(OCC)(=O)C. The product is [CH:1]([C:4]1[CH:9]=[CH:8][CH:7]=[CH:6][C:5]=1[N:10]1[C:42]([C:41]2[CH:46]=[CH:47][CH:48]=[CH:49][C:40]=2[C:39]([F:38])([F:50])[F:51])([OH:45])[CH2:43][S:12]/[C:11]/1=[N:13]/[N:14]=[CH:15]\[C:16]1[CH:17]=[CH:18][C:19]([C:22]2[N:26]=[CH:25][N:24]([C:27]3[CH:28]=[CH:29][C:30]([O:33][C:34]([F:37])([F:35])[F:36])=[CH:31][CH:32]=3)[N:23]=2)=[CH:20][CH:21]=1)([CH3:3])[CH3:2]. The yield is 0.380. (3) The reactants are [NH2:1][C:2]1[N:7]=[C:6](Cl)[C:5]([NH2:9])=[C:4]([Cl:10])[N:3]=1.Cl.[F:12][C:13]1[CH:14]=[CH:15][CH:16]=[C:17]2[C:22]=1[O:21][CH2:20][CH2:19][C@H:18]2[NH2:23].C(=O)(O)[O-].[Na+]. The catalyst is C(O)CCC. The product is [Cl:10][C:4]1[N:3]=[C:2]([NH2:1])[N:7]=[C:6]([NH:23][C@H:18]2[C:17]3[C:22](=[C:13]([F:12])[CH:14]=[CH:15][CH:16]=3)[O:21][CH2:20][CH2:19]2)[C:5]=1[NH2:9]. The yield is 0.780. (4) The reactants are [Cl:1][C:2]1[CH:7]=[CH:6][CH:5]=[CH:4][C:3]=1[C:8]1([CH3:14])[CH2:13][CH2:12][NH:11][CH2:10][CH2:9]1.Br[CH2:16][CH2:17][CH:18]=[C:19]1[C:25]2[CH:26]=[CH:27][CH:28]=[N:29][C:24]=2[CH2:23][O:22][C:21]2[CH:30]=[CH:31][C:32]([C:34]([OH:37])([CH3:36])[CH3:35])=[CH:33][C:20]1=2.[I-].[K+]. The catalyst is C(O)(C)C. The product is [Cl:1][C:2]1[CH:7]=[CH:6][CH:5]=[CH:4][C:3]=1[C:8]1([CH3:14])[CH2:9][CH2:10][N:11]([CH2:16][CH2:17][CH:18]=[C:19]2[C:25]3[CH:26]=[CH:27][CH:28]=[N:29][C:24]=3[CH2:23][O:22][C:21]3[CH:30]=[CH:31][C:32]([C:34]([OH:37])([CH3:36])[CH3:35])=[CH:33][C:20]2=3)[CH2:12][CH2:13]1. The yield is 0.250. (5) The reactants are [NH2:1][C@H:2]([C:4]1[N:9]([C:10]2[CH:15]=[CH:14][CH:13]=[CH:12][CH:11]=2)[C:8](=[O:16])[C:7]2=[C:17]([CH3:20])[CH:18]=[CH:19][N:6]2[N:5]=1)[CH3:3].[NH2:21][C:22]1[C:27]([C:28]([NH:30][C:31]2[CH:36]=[C:35]([C:37](=[O:39])[NH2:38])[CH:34]=[CH:33][C:32]=2[O:40][CH3:41])=[O:29])=[C:26](Cl)[N:25]=[CH:24][N:23]=1.CCN(C(C)C)C(C)C.[F-].[Cs+]. The catalyst is C(O)(C)(C)C.C(OCC)(=O)C. The product is [NH2:21][C:22]1[C:27]([C:28]([NH:30][C:31]2[CH:36]=[C:35]([C:37](=[O:39])[NH2:38])[CH:34]=[CH:33][C:32]=2[O:40][CH3:41])=[O:29])=[C:26]([NH:1][C@H:2]([C:4]2[N:9]([C:10]3[CH:15]=[CH:14][CH:13]=[CH:12][CH:11]=3)[C:8](=[O:16])[C:7]3=[C:17]([CH3:20])[CH:18]=[CH:19][N:6]3[N:5]=2)[CH3:3])[N:25]=[CH:24][N:23]=1. The yield is 0.800. (6) The reactants are [Na].[C:2]([O:6][CH3:7])(=[O:5])[CH2:3][SH:4].C[O:9][C:10](=O)[C:11](Cl)=[CH2:12].Cl. The catalyst is CO. The product is [OH:9][C:10]1[CH:11]=[CH:12][S:4][C:3]=1[C:2]([O:6][CH3:7])=[O:5]. The yield is 0.640.